Dataset: Full USPTO retrosynthesis dataset with 1.9M reactions from patents (1976-2016). Task: Predict the reactants needed to synthesize the given product. (1) Given the product [CH:36]([NH:40][C:28]([NH:20][C:19]1[CH:21]=[CH:22][C:16]([O:15][C:6]2[C:5]3[C:10](=[CH:11][C:12]([O:13][CH3:14])=[C:3]([O:2][CH3:1])[CH:4]=3)[N:9]=[CH:8][CH:7]=2)=[CH:17][C:18]=1[F:23])=[O:34])([CH2:38][CH3:39])[CH3:37], predict the reactants needed to synthesize it. The reactants are: [CH3:1][O:2][C:3]1[CH:4]=[C:5]2[C:10](=[CH:11][C:12]=1[O:13][CH3:14])[N:9]=[CH:8][CH:7]=[C:6]2[O:15][C:16]1[CH:22]=[CH:21][C:19]([NH2:20])=[C:18]([F:23])[CH:17]=1.ClC(Cl)(O[C:28](=[O:34])OC(Cl)(Cl)Cl)Cl.[CH:36]([NH2:40])([CH2:38][CH3:39])[CH3:37]. (2) Given the product [NH2:10][C:9]1[C:4]2[C:3]([C:19]3[CH:24]=[CH:23][C:22]([NH:25][C:26]([NH:28][C:29]4[CH:34]=[CH:33][CH:32]=[C:31]([CH3:35])[CH:30]=4)=[O:27])=[CH:21][CH:20]=3)=[C:2]([Br:1])[O:18][C:5]=2[N:6]=[CH:7][N:8]=1, predict the reactants needed to synthesize it. The reactants are: [Br:1][C:2]1[O:18][C:5]2[N:6]=[CH:7][N:8]=[C:9]([NH:10]C(=O)OC(C)(C)C)[C:4]=2[C:3]=1[C:19]1[CH:24]=[CH:23][C:22]([NH:25][C:26]([NH:28][C:29]2[CH:34]=[CH:33][CH:32]=[C:31]([CH3:35])[CH:30]=2)=[O:27])=[CH:21][CH:20]=1.C(O)(C(F)(F)F)=O.